This data is from Full USPTO retrosynthesis dataset with 1.9M reactions from patents (1976-2016). The task is: Predict the reactants needed to synthesize the given product. (1) Given the product [NH2:17][C:10]1[CH:11]=[C:12]([CH:15]=[CH:16][C:9]=1[S:8][C:3]1[C:2]([Cl:1])=[N:7][CH:6]=[CH:5][N:4]=1)[CH2:13][OH:14], predict the reactants needed to synthesize it. The reactants are: [Cl:1][C:2]1[C:3]([S:8][C:9]2[CH:16]=[CH:15][C:12]([CH2:13][OH:14])=[CH:11][C:10]=2[N+:17]([O-])=O)=[N:4][CH:5]=[CH:6][N:7]=1.[Cl-].[NH4+]. (2) Given the product [CH3:1][C:2]1[CH:7]=[CH:6][C:5]([NH:8][C:9]([C:11]2[CH:15]=[CH:14][S:13][CH:12]=2)=[O:10])=[CH:4][C:3]=1[C:32]1[CH:46]=[CH:45][C:35]2[C:36]([CH:39]3[CH2:40][CH2:41][NH:42][CH2:43][CH2:44]3)=[N:37][O:38][C:34]=2[CH:33]=1, predict the reactants needed to synthesize it. The reactants are: [CH3:1][C:2]1[CH:7]=[CH:6][C:5]([NH:8][C:9]([C:11]2[CH:15]=[CH:14][S:13][CH:12]=2)=[O:10])=[CH:4][C:3]=1B1OC(C)(C)C(C)(C)O1.C(=O)([O-])[O-].[Na+].[Na+].Br[C:32]1[CH:46]=[CH:45][C:35]2[C:36]([CH:39]3[CH2:44][CH2:43][NH:42][CH2:41][CH2:40]3)=[N:37][O:38][C:34]=2[CH:33]=1.